Dataset: Full USPTO retrosynthesis dataset with 1.9M reactions from patents (1976-2016). Task: Predict the reactants needed to synthesize the given product. (1) Given the product [CH:14]1([CH2:13][C@H:2]([NH:1][C:25]([N:27]2[CH2:28][CH2:29][CH2:58][C@@H:57]([C@H:48]([C:44]3[CH:45]=[CH:46][CH:47]=[C:42]([F:41])[CH:43]=3)[O:49][CH2:50][CH2:51][NH:52][C:53](=[O:56])[O:54][CH3:55])[CH2:31]2)=[O:26])[CH2:3][N:4]([CH3:12])[C:5]([O:6][C:7]([CH3:9])([CH3:10])[CH3:8])=[O:11])[CH2:15][CH2:16][CH2:17][CH2:18][CH2:19]1, predict the reactants needed to synthesize it. The reactants are: [NH2:1][C@@H:2]([CH2:13][CH:14]1[CH2:19][CH2:18][CH2:17][CH2:16][CH2:15]1)[CH2:3][N:4]([CH3:12])[C:5](=[O:11])[O:6][C:7]([CH3:10])([CH3:9])[CH3:8].C1N=CN([C:25]([N:27]2[CH:31]=N[CH:29]=[CH:28]2)=[O:26])C=1.CCN(C(C)C)C(C)C.[F:41][C:42]1[CH:43]=[C:44]([C@@H:48]([C@@H:57]2CCCN[CH2:58]2)[O:49][CH2:50][CH2:51][NH:52][C:53](=[O:56])[O:54][CH3:55])[CH:45]=[CH:46][CH:47]=1. (2) Given the product [CH2:25]([O:27][CH2:28][C@@H:29]1[CH2:5][C@@:4]1([CH2:33][O:34][Si:12]([C:13]([CH3:16])([CH3:15])[CH3:14])([C:17]1[CH:22]=[CH:21][CH:20]=[CH:19][CH:18]=1)[C:6]1[CH:11]=[CH:10][CH:9]=[CH:8][CH:7]=1)[OH:24])[C:26]1[CH:10]=[CH:11][CH:6]=[CH:7][CH:8]=1, predict the reactants needed to synthesize it. The reactants are: N1[CH:5]=[CH:4]N=C1.[C:6]1([Si:12](Cl)([C:17]2[CH:22]=[CH:21][CH:20]=[CH:19][CH:18]=2)[C:13]([CH3:16])([CH3:15])[CH3:14])[CH:11]=[CH:10][CH:9]=[CH:8][CH:7]=1.[OH2:24].[CH2:25]([O:27][CH2:28][CH3:29])[CH3:26].CN([CH:33]=[O:34])C.